This data is from Peptide-MHC class I binding affinity with 185,985 pairs from IEDB/IMGT. The task is: Regression. Given a peptide amino acid sequence and an MHC pseudo amino acid sequence, predict their binding affinity value. This is MHC class I binding data. (1) The binding affinity (normalized) is 0.557. The MHC is HLA-B40:02 with pseudo-sequence HLA-B40:02. The peptide sequence is AEESLSLEA. (2) The peptide sequence is RQAPGKGLEWV. The MHC is HLA-A68:02 with pseudo-sequence HLA-A68:02. The binding affinity (normalized) is 0. (3) The peptide sequence is IPLTEEAEL. The MHC is HLA-A02:01 with pseudo-sequence HLA-A02:01. The binding affinity (normalized) is 0. (4) The peptide sequence is SSLPSYAAY. The MHC is HLA-A03:01 with pseudo-sequence HLA-A03:01. The binding affinity (normalized) is 0.0847. (5) The peptide sequence is SDIRTEEAI. The MHC is Patr-B2401 with pseudo-sequence Patr-B2401. The binding affinity (normalized) is 0.788. (6) The peptide sequence is NLEPGTFDL. The MHC is HLA-A03:01 with pseudo-sequence HLA-A03:01. The binding affinity (normalized) is 0.0847. (7) The peptide sequence is EMKLRQKQL. The MHC is HLA-A02:01 with pseudo-sequence HLA-A02:01. The binding affinity (normalized) is 0.0847.